From a dataset of Reaction yield outcomes from USPTO patents with 853,638 reactions. Predict the reaction yield, written as a fraction of the theoretical maximum amount of product (1.0 means a 100% yield; for example, 0.34 means a 34% yield). The reactants are [CH2:1]([O:4][C:5](=[O:25])[N:6]([C:21]([CH3:24])([CH3:23])[CH3:22])[CH2:7][C:8]1[CH:13]=[CH:12][CH:11]=[C:10]([C:14]2[CH:19]=[CH:18][N:17]=[C:16](Cl)[N:15]=2)[CH:9]=1)[CH:2]=[CH2:3].[NH2:26][CH2:27][CH2:28][C:29]1[CH:34]=[CH:33][C:32]([OH:35])=[CH:31][CH:30]=1. No catalyst specified. The product is [CH2:1]([O:4][C:5](=[O:25])[N:6]([C:21]([CH3:24])([CH3:23])[CH3:22])[CH2:7][C:8]1[CH:13]=[CH:12][CH:11]=[C:10]([C:14]2[CH:19]=[CH:18][N:17]=[C:16]([NH:26][CH2:27][CH2:28][C:29]3[CH:34]=[CH:33][C:32]([OH:35])=[CH:31][CH:30]=3)[N:15]=2)[CH:9]=1)[CH:2]=[CH2:3]. The yield is 0.910.